Dataset: Full USPTO retrosynthesis dataset with 1.9M reactions from patents (1976-2016). Task: Predict the reactants needed to synthesize the given product. (1) Given the product [N:18]1[CH:19]=[CH:20][CH:21]=[C:16]([NH:15][CH2:14][C:11]2[CH:12]=[CH:13][C:8]([C:7]([NH:6][C@H:5]([C:4]([OH:33])=[O:3])[CH2:29][CH2:30][S:31][CH3:32])=[O:28])=[C:9]([C:22]3[CH:23]=[CH:24][CH:25]=[CH:26][CH:27]=3)[CH:10]=2)[CH:17]=1, predict the reactants needed to synthesize it. The reactants are: Cl.C[O:3][C:4](=[O:33])[C@H:5]([CH2:29][CH2:30][S:31][CH3:32])[NH:6][C:7](=[O:28])[C:8]1[CH:13]=[CH:12][C:11]([CH2:14][NH:15][C:16]2[CH:17]=[N:18][CH:19]=[CH:20][CH:21]=2)=[CH:10][C:9]=1[C:22]1[CH:27]=[CH:26][CH:25]=[CH:24][CH:23]=1.O.[OH-].[Li+]. (2) Given the product [CH:20]1([O:23][CH2:24][CH2:25][O:26][C:27]2[CH:37]=[CH:36][C:30]([O:31][CH2:32][CH:33]3[CH2:35][O:34]3)=[CH:29][CH:28]=2)[CH2:22][CH2:21]1, predict the reactants needed to synthesize it. The reactants are: C1(OCCOC2C=CC(O)=CC=2)CC1.C(C1OC1)Cl.[CH2:20]([O:23][CH2:24][CH2:25][O:26][C:27]1[CH:37]=[CH:36][C:30]([O:31][CH2:32][CH:33]2[CH2:35][O:34]2)=[CH:29][CH:28]=1)[CH2:21][CH3:22]. (3) Given the product [F:19][C:20]1[CH:25]=[C:24]([C:26]([N:15]2[CH2:16][CH2:17][CH2:18][C@H:13]([C:10]3[N:9]=[C:8]([C:5]4[NH:6][CH:7]=[C:3]([CH3:2])[CH:4]=4)[O:12][N:11]=3)[CH2:14]2)=[O:27])[CH:23]=[CH:22][N:21]=1, predict the reactants needed to synthesize it. The reactants are: Cl.[CH3:2][C:3]1[CH:4]=[C:5]([C:8]2[O:12][N:11]=[C:10]([C@H:13]3[CH2:18][CH2:17][CH2:16][NH:15][CH2:14]3)[N:9]=2)[NH:6][CH:7]=1.[F:19][C:20]1[CH:25]=[C:24]([C:26](O)=[O:27])[CH:23]=[CH:22][N:21]=1. (4) Given the product [C:13]1([C:10]2[CH:9]=[C:8]([C:19]([O:21][CH3:22])=[O:20])[C:7]3[CH:6]=[N:5][NH:4][C:12]=3[CH:11]=2)[CH:18]=[CH:17][CH:16]=[CH:15][CH:14]=1, predict the reactants needed to synthesize it. The reactants are: C([N:4]1[C:12]2[CH:11]=[C:10]([C:13]3[CH:18]=[CH:17][CH:16]=[CH:15][CH:14]=3)[CH:9]=[C:8]([C:19]([O:21][CH3:22])=[O:20])[C:7]=2[CH:6]=[N:5]1)(=O)C.Cl. (5) Given the product [C:1]([O:5][CH2:18][CH:19]1[O:21][CH2:20]1)(=[O:4])[CH:2]=[CH2:3], predict the reactants needed to synthesize it. The reactants are: [C:1]([OH:5])(=[O:4])[CH:2]=[CH2:3].[Na+].C1[C:20]2[C:19](=[O:21])[C:18]3[C:20](=CC=CC=3)[C:19](=[O:21])[C:18]=2C=CC=1S([O-])(=O)=O.N(CCO)(CCO)CCO.